Dataset: Full USPTO retrosynthesis dataset with 1.9M reactions from patents (1976-2016). Task: Predict the reactants needed to synthesize the given product. (1) Given the product [Br:24][C:10]1[C:4]2[C:5](=[CH:6][N:7]=[C:2]([Cl:1])[CH:3]=2)[N:8]([CH3:11])[CH:9]=1, predict the reactants needed to synthesize it. The reactants are: [Cl:1][C:2]1[CH:3]=[C:4]2[CH:10]=[CH:9][N:8]([CH3:11])[C:5]2=[CH:6][N:7]=1.COC1C=C2C=CN(C)C2=CN=1.[Br:24]N1C(=O)CCC1=O. (2) Given the product [C:15]1([C@@H:13]([N:12]2[CH2:8][CH2:9][C@H:10]([CH2:21][OH:22])[CH2:11]2)[CH3:14])[CH:16]=[CH:17][CH:18]=[CH:19][CH:20]=1, predict the reactants needed to synthesize it. The reactants are: [H-].[H-].[H-].[H-].[Li+].[Al+3].O=[C:8]1[N:12]([C@H:13]([C:15]2[CH:20]=[CH:19][CH:18]=[CH:17][CH:16]=2)[CH3:14])[CH2:11][C@@H:10]([C:21](OC)=[O:22])[CH2:9]1.O.[OH-].[Na+]. (3) Given the product [CH2:90]([C:93]1[S:94][C:95]([B:98]2[O:99][C:100]([CH3:102])([CH3:101])[C:103]([CH3:105])([CH3:104])[O:106]2)=[CH:96][CH:97]=1)[CH2:91][CH2:92][CH2:88][CH2:86][CH3:85], predict the reactants needed to synthesize it. The reactants are: C(N1C(C2C=CC(C3SC(C4SC(C5SC(CCCCCC)=CC=5)=CC=4)=CC=3)=CC=2)=C2C(=C(C3C=CC(C4SC(C5SC(C6SC(CCCCCC)=CC=6)=CC=5)=CC=4)=CC=3)N(CCCCCC)C2=O)C1=O)CCCCC.C(C1S[C:86]([C:88]2S[C:90]([C:93]3[S:94][C:95]([B:98]4[O:106][C:103]([CH3:105])([CH3:104])[C:100]([CH3:102])([CH3:101])[O:99]4)=[CH:96][CH:97]=3)=[CH:91][CH:92]=2)=[CH:85]C=1)CCCCC. (4) Given the product [Cl:1][C:2]1[CH:3]=[C:4]2[C:8](=[CH:9][CH:10]=1)[NH:7][C:6]([S:11]([N:14]1[CH2:15][CH2:16][N:17]([C:20](=[O:38])[C:21]3[CH:26]=[CH:25][CH:24]=[CH:23][C:22]=3[C:27]3[CH:32]=[CH:31][N:30]=[C:29]([OH:33])[N:28]=3)[CH2:18][CH2:19]1)(=[O:13])=[O:12])=[CH:5]2, predict the reactants needed to synthesize it. The reactants are: [Cl:1][C:2]1[CH:3]=[C:4]2[C:8](=[CH:9][CH:10]=1)[NH:7][C:6]([S:11]([N:14]1[CH2:19][CH2:18][N:17]([C:20](=[O:38])[C:21]3[CH:26]=[CH:25][CH:24]=[CH:23][C:22]=3[C:27]3[CH:32]=[CH:31][N:30]=[C:29]([O:33]C(C)(C)C)[N:28]=3)[CH2:16][CH2:15]1)(=[O:13])=[O:12])=[CH:5]2.Cl. (5) Given the product [Cl:1][C:2]1[CH:27]=[CH:26][C:5]([CH2:6][NH:7][C:8]([C:10]2[C:19](=[O:20])[C:18]3[C:13]4=[C:14]([CH2:22][CH:23]([CH2:24][OH:25])[N:12]4[CH:11]=2)[CH:15]=[C:16]([C:33]#[C:34][CH2:31][OH:32])[CH:17]=3)=[O:9])=[CH:4][CH:3]=1, predict the reactants needed to synthesize it. The reactants are: [Cl:1][C:2]1[CH:27]=[CH:26][C:5]([CH2:6][NH:7][C:8]([C:10]2[C:19](=[O:20])[C:18]3[C:13]4=[C:14]([CH2:22][CH:23]([CH2:24][OH:25])[N:12]4[CH:11]=2)[CH:15]=[C:16](I)[CH:17]=3)=[O:9])=[CH:4][CH:3]=1.CN([CH:31]=[O:32])C.[CH2:33](N(CC)CC)[CH3:34]. (6) Given the product [CH3:1][C:2]1[S:3][CH:4]=[C:5]([CH2:7][S:8]([Cl:14])(=[O:11])=[O:9])[N:6]=1, predict the reactants needed to synthesize it. The reactants are: [CH3:1][C:2]1[S:3][CH:4]=[C:5]([CH2:7][S:8]([O-:11])(=O)=[O:9])[N:6]=1.[Na+].P(Cl)(Cl)(Cl)(Cl)[Cl:14]. (7) Given the product [CH3:1][O:2][CH2:3][O:4][C@H:5]1[CH2:18][CH2:17][C@@H:16]2[C@H:7]([CH2:8][C@@H:9]3[C@@H:14]([CH2:15]2)[C@@H:13]2[CH2:19][CH:20]=[C:21]([C:31]#[N:32])[C@@:12]2([CH3:30])[CH2:11][CH2:10]3)[CH2:6]1, predict the reactants needed to synthesize it. The reactants are: [CH3:1][O:2][CH2:3][O:4][C@H:5]1[CH2:18][CH2:17][C@@H:16]2[C@H:7]([CH2:8][C@@H:9]3[C@@H:14]([CH2:15]2)[C@@H:13]2[CH2:19][CH:20]=[C:21](OS(C(F)(F)F)(=O)=O)[C@@:12]2([CH3:30])[CH2:11][CH2:10]3)[CH2:6]1.[C-:31]#[N:32].[Na+].[NH4+].[Cl-]. (8) Given the product [CH3:1][N:2]1[C:10]2[C:5](=[C:6]([CH3:11])[CH:7]=[CH:8][CH:9]=2)[C:4]([CH2:12][N:13]2[C:17]3[CH:18]=[CH:19][CH:20]=[CH:21][C:16]=3[N:15]([CH:22]([CH2:27][O:28][CH3:29])[CH2:23][C:24]([NH:52][S:49]([C:47]3[N:46]=[CH:45][N:44]([CH3:43])[CH:48]=3)(=[O:51])=[O:50])=[O:26])[C:14]2=[O:30])=[CH:3]1, predict the reactants needed to synthesize it. The reactants are: [CH3:1][N:2]1[C:10]2[C:5](=[C:6]([CH3:11])[CH:7]=[CH:8][CH:9]=2)[C:4]([CH2:12][N:13]2[C:17]3[CH:18]=[CH:19][CH:20]=[CH:21][C:16]=3[N:15]([CH:22]([CH2:27][O:28][CH3:29])[CH2:23][C:24]([OH:26])=O)[C:14]2=[O:30])=[CH:3]1.C1N=CN(C(N2C=NC=C2)=O)C=1.[CH3:43][N:44]1[CH:48]=[C:47]([S:49]([NH2:52])(=[O:51])=[O:50])[N:46]=[CH:45]1.C1CCN2C(=NCCC2)CC1.Cl.